From a dataset of Forward reaction prediction with 1.9M reactions from USPTO patents (1976-2016). Predict the product of the given reaction. (1) Given the reactants [CH3:1][C:2]1[C:6]([C:7]#[C:8][C:9]2[CH:14]=[CH:13][CH:12]=[CH:11][CH:10]=2)=[C:5]([NH:15]C(=O)C)[NH:4][N:3]=1.C(O)C.[OH-].[Na+], predict the reaction product. The product is: [CH3:1][C:2]1[C:6]([C:7]#[C:8][C:9]2[CH:14]=[CH:13][CH:12]=[CH:11][CH:10]=2)=[C:5]([NH2:15])[NH:4][N:3]=1. (2) Given the reactants [Cl:1][C:2]1[CH:7]=[C:6]([C:8]2[C:9](=[O:19])[O:10][C:11]3([CH2:18][CH2:17][CH2:16][CH2:15][CH2:14]3)[C:12]=2[OH:13])[C:5]([CH3:20])=[CH:4][C:3]=1[C:21]1[CH:26]=[CH:25][CH:24]=[C:23]([NH:27][S:28]([CH:31]=[CH2:32])(=[O:30])=[O:29])[CH:22]=1.[NH3:33], predict the reaction product. The product is: [NH2:33][CH2:32][CH2:31][S:28]([NH:27][C:23]1[CH:22]=[C:21]([C:3]2[CH:4]=[C:5]([CH3:20])[C:6]([C:8]3[C:9](=[O:19])[O:10][C:11]4([CH2:18][CH2:17][CH2:16][CH2:15][CH2:14]4)[C:12]=3[OH:13])=[CH:7][C:2]=2[Cl:1])[CH:26]=[CH:25][CH:24]=1)(=[O:30])=[O:29]. (3) Given the reactants [C:1]([O-:4])([O-])=O.[Cs+].[Cs+].F[C:8]1[CH:9]=[C:10](B(O)O)[CH:11]=[C:12](F)[CH:13]=1.[O:18]1CCO[CH2:20][CH2:19]1.N#N, predict the reaction product. The product is: [O:18]1[C:12]2[C:13](=[CH:8][CH:9]=[CH:10][CH:11]=2)[C:1](=[O:4])[CH2:20][CH2:19]1.